This data is from Forward reaction prediction with 1.9M reactions from USPTO patents (1976-2016). The task is: Predict the product of the given reaction. Given the reactants [OH-].[K+].C1(C)C=CC=CC=1.[CH2:10]([O:17][C:18]1[C:19]([CH:27]2[C:35]3[C:30](=[CH:31][CH:32]=[CH:33][CH:34]=3)[N:29]([CH:36]([C:43]3[CH:48]=[CH:47][CH:46]=[CH:45][CH:44]=3)[C:37]3[CH:42]=[CH:41][CH:40]=[CH:39][CH:38]=3)[C:28]2=[O:49])=[CH:20][C:21]2[O:25][CH2:24][O:23][C:22]=2[CH:26]=1)[C:11]1[CH:16]=[CH:15][CH:14]=[CH:13][CH:12]=1.Cl[CH2:51][O:52][CH2:53][C:54]1[CH:59]=[CH:58][CH:57]=[CH:56][CH:55]=1, predict the reaction product. The product is: [CH2:10]([O:17][C:18]1[C:19]([C@:27]2([CH2:51][O:52][CH2:53][C:54]3[CH:59]=[CH:58][CH:57]=[CH:56][CH:55]=3)[C:35]3[C:30](=[CH:31][CH:32]=[CH:33][CH:34]=3)[N:29]([CH:36]([C:43]3[CH:48]=[CH:47][CH:46]=[CH:45][CH:44]=3)[C:37]3[CH:38]=[CH:39][CH:40]=[CH:41][CH:42]=3)[C:28]2=[O:49])=[CH:20][C:21]2[O:25][CH2:24][O:23][C:22]=2[CH:26]=1)[C:11]1[CH:16]=[CH:15][CH:14]=[CH:13][CH:12]=1.